From a dataset of Full USPTO retrosynthesis dataset with 1.9M reactions from patents (1976-2016). Predict the reactants needed to synthesize the given product. (1) Given the product [CH3:25][O:24][N:23]([CH3:22])[C:18]([C:4]1[C:5]2[O:9][C:8]([C:10]3[CH:15]=[CH:14][C:13]([OH:16])=[CH:12][CH:11]=3)=[CH:7][C:6]=2[CH:17]=[C:2]([OH:1])[CH:3]=1)=[O:20], predict the reactants needed to synthesize it. The reactants are: [OH:1][C:2]1[CH:3]=[C:4]([C:18]([OH:20])=O)[C:5]2[O:9][C:8]([C:10]3[CH:15]=[CH:14][C:13]([OH:16])=[CH:12][CH:11]=3)=[CH:7][C:6]=2[CH:17]=1.Cl.[CH3:22][NH:23][O:24][CH3:25].CCN=C=NCCCN(C)C.Cl.Cl. (2) Given the product [O:26]1[CH2:27][CH2:28][N:23]([C:2]2[CH:3]=[C:4]([C:8](=[O:16])[CH2:9][C:10]3[CH:15]=[CH:14][CH:13]=[CH:12][CH:11]=3)[CH:5]=[CH:6][CH:7]=2)[CH2:24][CH2:25]1, predict the reactants needed to synthesize it. The reactants are: Br[C:2]1[CH:3]=[C:4]([C:8](=[O:16])[CH2:9][C:10]2[CH:15]=[CH:14][CH:13]=[CH:12][CH:11]=2)[CH:5]=[CH:6][CH:7]=1.CC(C)([O-])C.[Na+].[NH:23]1[CH2:28][CH2:27][O:26][CH2:25][CH2:24]1.C1(C)C=CC=CC=1.